This data is from Full USPTO retrosynthesis dataset with 1.9M reactions from patents (1976-2016). The task is: Predict the reactants needed to synthesize the given product. (1) Given the product [Cl:18][C:19]1[N:20]=[C:21]([C:26]([NH:1][CH2:2][CH:3]2[CH2:6][N:5]([C:7]3[S:8][C:9]([C:13]([O:15][CH2:16][CH3:17])=[O:14])=[C:10]([CH3:12])[N:11]=3)[CH2:4]2)=[O:27])[NH:22][C:23]=1[CH2:24][CH3:25], predict the reactants needed to synthesize it. The reactants are: [NH2:1][CH2:2][CH:3]1[CH2:6][N:5]([C:7]2[S:8][C:9]([C:13]([O:15][CH2:16][CH3:17])=[O:14])=[C:10]([CH3:12])[N:11]=2)[CH2:4]1.[Cl:18][C:19]1[N:20]=[C:21]([C:26](O)=[O:27])[NH:22][C:23]=1[CH2:24][CH3:25].CCN=C=NCCCN(C)C.Cl.ON1C2C=CC=CC=2N=N1.CN1CCOCC1. (2) Given the product [CH3:1][O:2][CH2:3][CH2:4][O:5][C:6]1[CH:7]=[C:8]2[C:12](=[C:13]([N:15]([CH3:24])[S:16]([C:19]3[S:20][CH:21]=[CH:22][CH:23]=3)(=[O:18])=[O:17])[CH:14]=1)[NH:11][C:10]([C:25]1[S:26][CH:27]([CH2:30][C:31]([NH2:36])=[O:32])[CH2:28][N:29]=1)=[CH:9]2, predict the reactants needed to synthesize it. The reactants are: [CH3:1][O:2][CH2:3][CH2:4][O:5][C:6]1[CH:7]=[C:8]2[C:12](=[C:13]([N:15]([CH3:24])[S:16]([C:19]3[S:20][CH:21]=[CH:22][CH:23]=3)(=[O:18])=[O:17])[CH:14]=1)[NH:11][C:10]([C:25]1[S:26][CH:27]([CH2:30][C:31](O)=[O:32])[CH2:28][N:29]=1)=[CH:9]2.Cl.C[N:36](C)CCCN=C=NCC.CN(C)C=O. (3) Given the product [OH:27][C@H:18]([CH2:19][O:20][C:21]1[CH:22]=[CH:23][CH:24]=[CH:25][CH:26]=1)[CH2:17][NH:16][CH:12]1[CH2:11][C:10]2[CH:28]=[C:6]([C:4]([O-:5])=[O:3])[CH:7]=[CH:8][C:9]=2[CH2:15][CH2:14][CH2:13]1.[Na+:30], predict the reactants needed to synthesize it. The reactants are: Cl.C[O:3][C:4]([C:6]1[CH:7]=[CH:8][C:9]2[CH2:15][CH2:14][CH2:13][CH:12]([NH:16][CH2:17][C@H:18]([OH:27])[CH2:19][O:20][C:21]3[CH:26]=[CH:25][CH:24]=[CH:23][CH:22]=3)[CH2:11][C:10]=2[CH:28]=1)=[O:5].[OH-].[Na+:30]. (4) Given the product [O:34]1[C:2]2[CH:3]=[CH:4][CH:5]=[CH:7][C:30]=2[N:31]=[C:33]1[C:24]1[O:27][CH:14]=[C:12]([C:2]2[S:6][C:5]([C:7]([O:9][CH3:10])=[O:8])=[C:4]([N:11]([C:15]([C@H:17]3[CH2:22][CH2:21][C@H:20]([CH3:23])[CH2:19][CH2:18]3)=[O:16])[CH:12]([CH3:14])[CH3:13])[CH:3]=2)[CH:13]=1, predict the reactants needed to synthesize it. The reactants are: I[C:2]1[S:6][C:5]([C:7]([O:9][CH3:10])=[O:8])=[C:4]([N:11]([C:15]([C@H:17]2[CH2:22][CH2:21][C@H:20]([CH3:23])[CH2:19][CH2:18]2)=[O:16])[CH:12]([CH3:14])[CH3:13])[CH:3]=1.[C:24](=[O:27])([O-])[O-].[Na+].[Na+].[CH3:30][N:31]([CH:33]=[O:34])C.